Dataset: Forward reaction prediction with 1.9M reactions from USPTO patents (1976-2016). Task: Predict the product of the given reaction. The product is: [CH2:15]([C:11]1([CH2:17][CH2:18][OH:19])[C:8]2[NH:9][C:10]3[C:6]([C:7]=2[CH2:14][CH2:13][O:12]1)=[CH:5][C:4]([CH:20]([CH3:22])[CH3:21])=[CH:3][C:2]=3[CH:52]=[CH:53][C:54]1[CH:59]=[CH:58][CH:57]=[CH:56][CH:55]=1)[CH3:16]. Given the reactants Br[C:2]1[CH:3]=[C:4]([CH:20]([CH3:22])[CH3:21])[CH:5]=[C:6]2[C:10]=1[NH:9][C:8]1[C:11]([CH2:17][CH2:18][OH:19])([CH2:15][CH3:16])[O:12][CH2:13][CH2:14][C:7]2=1.C(N(CC)CC)C.C1(C)C=CC=CC=1P(C1C=CC=CC=1C)C1C=CC=CC=1C.[CH2:52]=[CH:53][C:54]1[CH:59]=[CH:58][CH:57]=[CH:56][CH:55]=1, predict the reaction product.